From a dataset of Forward reaction prediction with 1.9M reactions from USPTO patents (1976-2016). Predict the product of the given reaction. (1) Given the reactants [N:1]([C@@H:4]([C@@H:19]([C:27]1[CH:32]=[CH:31][CH:30]=[C:29]([F:33])[CH:28]=1)[C:20]1[CH:25]=[CH:24][C:23]([F:26])=[CH:22][CH:21]=1)[C:5](N1[C@@H](C2C=CC=CC=2)COC1=O)=[O:6])=[N+:2]=[N-:3].OO.[Li+].[OH-].S([O-])([O-])=[O:39].[Na+].[Na+].C([O-])(O)=O.[Na+], predict the reaction product. The product is: [N:1]([C@@H:4]([C@@H:19]([C:27]1[CH:32]=[CH:31][CH:30]=[C:29]([F:33])[CH:28]=1)[C:20]1[CH:21]=[CH:22][C:23]([F:26])=[CH:24][CH:25]=1)[C:5]([OH:6])=[O:39])=[N+:2]=[N-:3]. (2) Given the reactants [CH3:1][C:2]1[C:3]([NH:11][C:12](=[O:17])[C:13]([F:16])([F:15])[F:14])=[C:4]([C:7]([O:9][CH3:10])=[O:8])[S:5][CH:6]=1.[Br:18]NC(=O)CCC(N)=O.O, predict the reaction product. The product is: [Br:18][C:6]1[S:5][C:4]([C:7]([O:9][CH3:10])=[O:8])=[C:3]([NH:11][C:12](=[O:17])[C:13]([F:16])([F:14])[F:15])[C:2]=1[CH3:1]. (3) Given the reactants [O:1]=[C:2]1[C:7]([CH2:8][CH2:9][C:10]([OH:12])=O)=[CH:6][CH2:5][CH2:4][NH:3]1.[CH2:13]([O:20][NH2:21])[C:14]1[CH:19]=[CH:18][CH:17]=[CH:16][CH:15]=1.Cl.C(N(C(C)C)C)(C)C.C(Cl)CCl, predict the reaction product. The product is: [CH2:13]([O:20][NH:21][C:10](=[O:12])[CH2:9][CH2:8][C:7]1[C:2](=[O:1])[NH:3][CH2:4][CH2:5][CH:6]=1)[C:14]1[CH:19]=[CH:18][CH:17]=[CH:16][CH:15]=1. (4) Given the reactants [F:1][C:2]1[CH:7]=[CH:6][C:5]([C:8]2[N:17]=[C:16]([C:18]([OH:20])=O)[C:15]3[C:10](=[CH:11][CH:12]=[CH:13][CH:14]=3)[N:9]=2)=[CH:4][CH:3]=1.Cl.[CH3:22][O:23][C:24]1[CH:33]=[C:32]([O:34][CH3:35])[CH:31]=[C:30]2[C:25]=1[CH2:26][CH2:27][NH:28][CH2:29]2, predict the reaction product. The product is: [F:1][C:2]1[CH:3]=[CH:4][C:5]([C:8]2[N:17]=[C:16]([C:18]([N:28]3[CH2:27][CH2:26][C:25]4[C:30](=[CH:31][C:32]([O:34][CH3:35])=[CH:33][C:24]=4[O:23][CH3:22])[CH2:29]3)=[O:20])[C:15]3[C:10](=[CH:11][CH:12]=[CH:13][CH:14]=3)[N:9]=2)=[CH:6][CH:7]=1. (5) The product is: [CH3:40][S:41]([NH:1][CH2:2][C:3]1[CH:8]=[CH:7][C:6]([NH:9][C:10]([CH:12]2[CH:16]([C:17]3[CH:22]=[CH:21][CH:20]=[C:19]([Cl:23])[C:18]=3[F:24])[C:15]([C:27]3[CH:32]=[CH:31][C:30]([Cl:33])=[CH:29][C:28]=3[F:34])([C:25]#[N:26])[CH:14]([CH2:35][C:36]([CH3:39])([CH3:38])[CH3:37])[NH:13]2)=[O:11])=[CH:5][CH:4]=1)(=[O:43])=[O:42]. Given the reactants [NH2:1][CH2:2][C:3]1[CH:8]=[CH:7][C:6]([NH:9][C:10]([CH:12]2[CH:16]([C:17]3[CH:22]=[CH:21][CH:20]=[C:19]([Cl:23])[C:18]=3[F:24])[C:15]([C:27]3[CH:32]=[CH:31][C:30]([Cl:33])=[CH:29][C:28]=3[F:34])([C:25]#[N:26])[CH:14]([CH2:35][C:36]([CH3:39])([CH3:38])[CH3:37])[NH:13]2)=[O:11])=[CH:5][CH:4]=1.[CH3:40][S:41](Cl)(=[O:43])=[O:42], predict the reaction product. (6) The product is: [Cl:27][C:26]([Cl:29])([Cl:28])[CH2:25][O:24][C:22](=[O:23])[NH:3][C:4]1[CH:9]=[C:8]([C:10]([CH3:12])([CH3:13])[CH3:11])[CH:7]=[C:6]([NH:14][S:15]([CH3:18])(=[O:17])=[O:16])[C:5]=1[O:19][CH3:20]. Given the reactants [OH-].[Na+].[NH2:3][C:4]1[C:5]([O:19][CH3:20])=[C:6]([NH:14][S:15]([CH3:18])(=[O:17])=[O:16])[CH:7]=[C:8]([C:10]([CH3:13])([CH3:12])[CH3:11])[CH:9]=1.Cl[C:22]([O:24][CH2:25][C:26]([Cl:29])([Cl:28])[Cl:27])=[O:23], predict the reaction product. (7) Given the reactants C(OC([N:8]1[CH2:13][CH2:12][CH:11]([C:14]2[N:19]3[CH:20]=[N:21][N:22]=[C:18]3[C:17]([C:23]3[CH:28]=[CH:27][CH:26]=[C:25]([C:29]([F:32])([F:31])[F:30])[CH:24]=3)=[C:16]([C:33]3[CH:38]=[CH:37][N:36]=[C:35]([NH:39][C@H:40]([C:42]4[CH:47]=[CH:46][CH:45]=[CH:44][CH:43]=4)[CH3:41])[CH:34]=3)[N:15]=2)[CH2:10][CH2:9]1)=O)(C)(C)C.FC(F)(F)C(O)=O, predict the reaction product. The product is: [NH:8]1[CH2:9][CH2:10][CH:11]([C:14]2[N:19]3[CH:20]=[N:21][N:22]=[C:18]3[C:17]([C:23]3[CH:28]=[CH:27][CH:26]=[C:25]([C:29]([F:31])([F:30])[F:32])[CH:24]=3)=[C:16]([C:33]3[CH:38]=[CH:37][N:36]=[C:35]([NH:39][C@H:40]([C:42]4[CH:43]=[CH:44][CH:45]=[CH:46][CH:47]=4)[CH3:41])[CH:34]=3)[N:15]=2)[CH2:12][CH2:13]1. (8) Given the reactants [Cl:1][C:2]1[CH:7]=[CH:6][CH:5]=[CH:4][C:3]=1[CH2:8][C:9]([NH:11][NH2:12])=O.[CH2:13]([O:15][C:16]1[CH:21]=[CH:20][CH:19]=[CH:18][C:17]=1[N:22]=[C:23]=[S:24])[CH3:14], predict the reaction product. The product is: [Cl:1][C:2]1[CH:7]=[CH:6][CH:5]=[CH:4][C:3]=1[CH2:8][C:9]1[N:22]([C:17]2[CH:18]=[CH:19][CH:20]=[CH:21][C:16]=2[O:15][CH2:13][CH3:14])[C:23](=[S:24])[NH:12][N:11]=1. (9) The product is: [Br:1][C:2]1[CH:6]=[CH:5][O:4][C:3]=1[C:11]([OH:10])=[O:21]. Given the reactants [Br:1][C:2]1[CH:6]=[CH:5][O:4][CH:3]=1.C1[CH2:11][O:10]CC1.C([N-]C(C)C)(C)C.[Li+].Cl.[OH2:21], predict the reaction product.